This data is from NCI-60 drug combinations with 297,098 pairs across 59 cell lines. The task is: Regression. Given two drug SMILES strings and cell line genomic features, predict the synergy score measuring deviation from expected non-interaction effect. (1) Drug 1: COC1=C(C=C2C(=C1)N=CN=C2NC3=CC(=C(C=C3)F)Cl)OCCCN4CCOCC4. Drug 2: CC1=C(C=C(C=C1)NC(=O)C2=CC=C(C=C2)CN3CCN(CC3)C)NC4=NC=CC(=N4)C5=CN=CC=C5. Cell line: OVCAR3. Synergy scores: CSS=28.9, Synergy_ZIP=-0.00752, Synergy_Bliss=4.14, Synergy_Loewe=-3.56, Synergy_HSA=2.60. (2) Drug 1: CC1=C(C=C(C=C1)C(=O)NC2=CC(=CC(=C2)C(F)(F)F)N3C=C(N=C3)C)NC4=NC=CC(=N4)C5=CN=CC=C5. Drug 2: C1CC(=O)NC(=O)C1N2C(=O)C3=CC=CC=C3C2=O. Cell line: COLO 205. Synergy scores: CSS=-1.23, Synergy_ZIP=0.229, Synergy_Bliss=-2.70, Synergy_Loewe=1.32, Synergy_HSA=-5.85.